This data is from Forward reaction prediction with 1.9M reactions from USPTO patents (1976-2016). The task is: Predict the product of the given reaction. (1) Given the reactants [Br-].C[O:3][C:4]([C:6]1[CH:10]=[C:9]([C:11]2[CH:16]=[CH:15][C:14]([C:17]([F:20])([F:19])[F:18])=[CH:13][CH:12]=2)[O:8][C:7]=1[CH2:21][P+](C1C=CC=CC=1)(C1C=CC=CC=1)C1C=CC=CC=1)=O.[CH3:41][C:42](=O)[CH3:43], predict the reaction product. The product is: [CH2:21]([C:7]1[O:8][C:9]([C:11]2[CH:16]=[CH:15][C:14]([C:17]([F:18])([F:19])[F:20])=[CH:13][CH:12]=2)=[CH:10][C:6]=1[CH2:4][OH:3])[CH:42]([CH3:43])[CH3:41]. (2) The product is: [Cl:1][C:2]1[CH:3]=[C:4]([N:17]([C:28]2[CH:33]=[CH:32][C:31]([F:34])=[CH:30][C:29]=2[CH3:35])[C:18]([O:20][CH:21]([O:23][C:24]([C:25]2[CH:26]=[CH:44][CH:43]=[CH:42][N:41]=2)=[O:27])[CH3:22])=[O:19])[CH:5]=[CH:6][C:7]=1[C:8](=[O:16])[C:9]1[CH:14]=[CH:13][CH:12]=[CH:11][C:10]=1[CH3:15]. Given the reactants [Cl:1][C:2]1[CH:3]=[C:4]([N:17]([C:28]2[CH:33]=[CH:32][C:31]([F:34])=[CH:30][C:29]=2[CH3:35])[C:18]([O:20][CH:21]([O:23][C:24](=[O:27])[CH2:25][CH3:26])[CH3:22])=[O:19])[CH:5]=[CH:6][C:7]=1[C:8](=[O:16])[C:9]1[CH:14]=[CH:13][CH:12]=[CH:11][C:10]=1[CH3:15].ClC(OC(=O)[N:41](C1C=CC(C(=O)C2C=CC=CC=2C)=C(Cl)C=1)[C:42]1C=CC(F)=[CH:44][C:43]=1C)C.N1C=CC=CC=1C([O-])=O.C([N+](CCCC)(CCCC)CCCC)CCC, predict the reaction product. (3) Given the reactants C(N(CC)C(C)C)(C)C.CN(C(ON1N=NC2C=CC=NC1=2)=[N+](C)C)C.F[P-](F)(F)(F)(F)F.[F:34][C:35]1[CH:36]=[C:37]([CH:39]=[C:40]([F:42])[CH:41]=1)[NH2:38].[CH3:43][O:44][C:45]1[N:50]=[CH:49][C:48]([N:51]2[CH2:55][CH:54]([CH2:56][CH2:57][CH3:58])[N:53]([CH2:59][C:60](O)=[O:61])[C:52]2=[O:63])=[CH:47][CH:46]=1.C(=O)([O-])O.[Na+], predict the reaction product. The product is: [F:34][C:35]1[CH:36]=[C:37]([NH:38][C:60](=[O:61])[CH2:59][N:53]2[CH:54]([CH2:56][CH2:57][CH3:58])[CH2:55][N:51]([C:48]3[CH:49]=[N:50][C:45]([O:44][CH3:43])=[CH:46][CH:47]=3)[C:52]2=[O:63])[CH:39]=[C:40]([F:42])[CH:41]=1. (4) Given the reactants [O:1]=C(CCC(O)=O)C(O)=O.O=C1O[C@H]([C@H](CO)O)C(O)=C1O.C1N(CCO)CCN(CCS(O)(=O)=O)C1.[NH2:38][C@H:39]([C:44]([OH:46])=[O:45])[C@H:40]([CH2:42][CH3:43])[CH3:41].N[C@H](C(O)=O)C(C)C.N[C@H](C(O)=O)CCC(O)=O.N[C@H](C(O)=O)CCCCN, predict the reaction product. The product is: [OH:1][CH:42]([CH3:43])[C@H:40]([CH3:41])[C@@H:39]([C:44]([OH:46])=[O:45])[NH2:38]. (5) Given the reactants [NH:1]1[C:5]2[CH:6]=[CH:7][CH:8]=[CH:9][C:4]=2[N:3]=[C:2]1[S:10][C:11]1[N:12]([CH2:21][CH2:22][CH:23]=[C:24]([CH3:26])[CH3:25])[C:13]2[C:18]([N:19]=1)=[C:17]([NH2:20])[N:16]=[CH:15][N:14]=2.[CH2:27](Br)[CH:28]=[CH2:29].C([O-])([O-])=O.[Cs+].[Cs+].CO, predict the reaction product. The product is: [CH2:29]([N:1]1[C:5]2[CH:6]=[CH:7][CH:8]=[CH:9][C:4]=2[N:3]=[C:2]1[S:10][C:11]1[N:12]([CH2:21][CH2:22][CH:23]=[C:24]([CH3:26])[CH3:25])[C:13]2[C:18]([N:19]=1)=[C:17]([NH2:20])[N:16]=[CH:15][N:14]=2)[CH:28]=[CH2:27]. (6) Given the reactants [Br:1][C:2]1[CH:3]=[C:4]([Cl:16])[C:5]([CH:8]([C:14]#[N:15])C(OCC)=O)=[N:6][CH:7]=1.[Na+].[Cl-], predict the reaction product. The product is: [Br:1][C:2]1[CH:3]=[C:4]([Cl:16])[C:5]([CH2:8][C:14]#[N:15])=[N:6][CH:7]=1.